Dataset: Reaction yield outcomes from USPTO patents with 853,638 reactions. Task: Predict the reaction yield, written as a fraction of the theoretical maximum amount of product (1.0 means a 100% yield; for example, 0.34 means a 34% yield). (1) The reactants are [ClH:1].[NH2:2][C:3]1[CH:4]=[CH:5][C:6]([S:19]([C:22]([CH3:25])([CH3:24])[CH3:23])(=[O:21])=[O:20])=[C:7]([CH:18]=1)[CH2:8][N:9](C)[C:10](=O)OC(C)(C)C. No catalyst specified. The product is [ClH:1].[C:22]([S:19]([C:6]1[CH:5]=[CH:4][C:3]([NH2:2])=[CH:18][C:7]=1[CH2:8][NH:9][CH3:10])(=[O:21])=[O:20])([CH3:25])([CH3:24])[CH3:23]. The yield is 1.00. (2) The reactants are Br[C:2]1[CH:3]=[C:4]2[C:8](=[C:9]([F:11])[CH:10]=1)[NH:7][CH:6]=[CH:5]2.[CH2:12]([O:14][C:15](=[O:35])[CH:16]=[C:17](C1C=CC(OC)=C2C=1C=CN2)[C:18]1[CH:23]=[CH:22][CH:21]=[CH:20][CH:19]=1)[CH3:13]. No catalyst specified. The product is [CH2:12]([O:14][C:15](=[O:35])[CH:16]=[C:17]([C:2]1[CH:3]=[C:4]2[C:8](=[C:9]([F:11])[CH:10]=1)[NH:7][CH:6]=[CH:5]2)[C:18]1[CH:23]=[CH:22][CH:21]=[CH:20][CH:19]=1)[CH3:13]. The yield is 0.740. (3) The reactants are [NH2:1][C:2]1[CH:3]=[C:4]([OH:8])[CH:5]=[CH:6][CH:7]=1.C([O-])([O-])=O.[Cs+].[Cs+].[Cl:15][C:16]1[CH:21]=[C:20](Cl)[CH:19]=[CH:18][N:17]=1. The catalyst is CS(C)=O.O. The product is [NH2:1][C:2]1[CH:3]=[C:4]([CH:5]=[CH:6][CH:7]=1)[O:8][C:20]1[CH:19]=[CH:18][N:17]=[C:16]([Cl:15])[CH:21]=1. The yield is 0.890. (4) The reactants are Br[C:2]1[S:6][C:5]([C:7]([O:9][CH2:10][CH3:11])=[O:8])=[CH:4][CH:3]=1.[Cl:12][C:13]1[CH:18]=[CH:17][C:16](B(O)O)=[CH:15][CH:14]=1. The catalyst is CN(C=O)C.C([O-])(O)=O.[Na+].C1C=CC([P]([Pd]([P](C2C=CC=CC=2)(C2C=CC=CC=2)C2C=CC=CC=2)([P](C2C=CC=CC=2)(C2C=CC=CC=2)C2C=CC=CC=2)[P](C2C=CC=CC=2)(C2C=CC=CC=2)C2C=CC=CC=2)(C2C=CC=CC=2)C2C=CC=CC=2)=CC=1. The product is [Cl:12][C:13]1[CH:18]=[CH:17][C:16]([C:2]2[S:6][C:5]([C:7]([O:9][CH2:10][CH3:11])=[O:8])=[CH:4][CH:3]=2)=[CH:15][CH:14]=1. The yield is 0.930. (5) The reactants are [CH3:1][O:2][C:3]1[C:8]2[O:9][CH2:10][CH2:11][O:12][C:7]=2[C:6]([C:13]2[CH:14]=[C:15]([C:24]([O:26]CC)=[O:25])[C:16](=[CH:22][CH:23]=2)[C:17]([O:19]CC)=[O:18])=[CH:5][CH:4]=1.BrC1C=C(C(OCC)=O)C(=CC=1)C(OCC)=O.[OH-].[K+]. The catalyst is C(O)C. The product is [CH3:1][O:2][C:3]1[C:8]2[O:9][CH2:10][CH2:11][O:12][C:7]=2[C:6]([C:13]2[CH:14]=[C:15]([C:24]([OH:26])=[O:25])[C:16](=[CH:22][CH:23]=2)[C:17]([OH:19])=[O:18])=[CH:5][CH:4]=1. The yield is 0.940. (6) The yield is 0.600. The reactants are [Cl:1][C:2]1[N:3]=[C:4]([N:17]2[CH2:22][CH2:21][O:20][CH2:19][CH2:18]2)[C:5]2[O:10][C:9]3[N:11]=[CH:12][C:13]([CH:15]=O)=[CH:14][C:8]=3[C:6]=2[N:7]=1.[CH3:23][NH:24][CH3:25].[BH-](OC(C)=O)(OC(C)=O)OC(C)=O.[Na+]. The catalyst is CN(C=O)C. The product is [Cl:1][C:2]1[N:3]=[C:4]([N:17]2[CH2:22][CH2:21][O:20][CH2:19][CH2:18]2)[C:5]2[O:10][C:9]3[N:11]=[CH:12][C:13]([CH2:15][N:24]([CH3:25])[CH3:23])=[CH:14][C:8]=3[C:6]=2[N:7]=1. (7) The reactants are [OH:1][CH2:2][C@H:3]1[C:7]([C:8]([O:10][CH3:11])=[O:9])=[CH:6][CH2:5][N:4]1[C:12]([O:14][CH2:15][CH:16]=[CH2:17])=[O:13].[H-].[Na+].[CH3:20]I. The catalyst is CN(C=O)C. The product is [CH3:20][O:1][CH2:2][C@H:3]1[C:7]([C:8]([O:10][CH3:11])=[O:9])=[CH:6][CH2:5][N:4]1[C:12]([O:14][CH2:15][CH:16]=[CH2:17])=[O:13]. The yield is 0.150.